This data is from Reaction yield outcomes from USPTO patents with 853,638 reactions. The task is: Predict the reaction yield, written as a fraction of the theoretical maximum amount of product (1.0 means a 100% yield; for example, 0.34 means a 34% yield). The reactants are [O:1]=[C:2]1[CH:7]([C:8]([O:10][CH2:11][CH3:12])=[O:9])[CH2:6][CH2:5][CH2:4][NH:3]1.C(O)C.CC[O-].[Na+].[Cl:20][C:21]1[CH:28]=[CH:27][CH:26]=[C:25]([Cl:29])[C:22]=1[CH2:23]Br. The catalyst is O. The product is [Cl:20][C:21]1[CH:28]=[CH:27][CH:26]=[C:25]([Cl:29])[C:22]=1[CH2:23][C:7]1([C:8]([O:10][CH2:11][CH3:12])=[O:9])[CH2:6][CH2:5][CH2:4][NH:3][C:2]1=[O:1]. The yield is 0.700.